From a dataset of Full USPTO retrosynthesis dataset with 1.9M reactions from patents (1976-2016). Predict the reactants needed to synthesize the given product. (1) Given the product [O:15]=[C:13]1[NH:12][C:8]2=[N:9][CH:10]=[CH:11][C:6]([O:5][C:4]3[CH:3]=[C:2]([NH:1][S:25]([C:19]4[CH:24]=[CH:23][CH:22]=[CH:21][CH:20]=4)(=[O:27])=[O:26])[CH:18]=[CH:17][CH:16]=3)=[C:7]2[NH:14]1, predict the reactants needed to synthesize it. The reactants are: [NH2:1][C:2]1[CH:3]=[C:4]([CH:16]=[CH:17][CH:18]=1)[O:5][C:6]1[CH:11]=[CH:10][N:9]=[C:8]2[NH:12][C:13](=[O:15])[NH:14][C:7]=12.[C:19]1([S:25](Cl)(=[O:27])=[O:26])[CH:24]=[CH:23][CH:22]=[CH:21][CH:20]=1. (2) Given the product [Br:7][C:5]1[N:6]=[C:2]([N:8]2[CH2:13][CH2:12][NH:11][CH2:10][CH2:9]2)[S:3][CH:4]=1, predict the reactants needed to synthesize it. The reactants are: Br[C:2]1[S:3][CH:4]=[C:5]([Br:7])[N:6]=1.[NH:8]1[CH2:13][CH2:12][NH:11][CH2:10][CH2:9]1.